From a dataset of Forward reaction prediction with 1.9M reactions from USPTO patents (1976-2016). Predict the product of the given reaction. Given the reactants [Cl:1][C:2]1[CH:36]=[C:35]([Cl:37])[CH:34]=[CH:33][C:3]=1[CH2:4][CH2:5][NH:6][C:7]([C:9]1[CH:31]=[CH:30][C:12]([O:13][C:14]2[CH:19]=[CH:18][C:17]([CH2:20][C:21]([O:23]C(C)(C)C)=[O:22])=[CH:16][C:15]=2[C:28]#[N:29])=[CH:11][C:10]=1[F:32])=[O:8].C(O)(C(F)(F)F)=O, predict the reaction product. The product is: [Cl:1][C:2]1[CH:36]=[C:35]([Cl:37])[CH:34]=[CH:33][C:3]=1[CH2:4][CH2:5][NH:6][C:7]([C:9]1[CH:31]=[CH:30][C:12]([O:13][C:14]2[CH:19]=[CH:18][C:17]([CH2:20][C:21]([OH:23])=[O:22])=[CH:16][C:15]=2[C:28]#[N:29])=[CH:11][C:10]=1[F:32])=[O:8].